This data is from Catalyst prediction with 721,799 reactions and 888 catalyst types from USPTO. The task is: Predict which catalyst facilitates the given reaction. (1) Reactant: [CH:1]([S:4]([C:7]1[CH:12]=[CH:11][C:10]([N+:13]([O-])=O)=[CH:9][C:8]=1[CH:16]1[CH:20]([C:21]([O:23][CH3:24])=[O:22])[CH2:19][CH2:18][N:17]1[C:25]([O:27][C:28]([CH3:31])([CH3:30])[CH3:29])=[O:26])(=[O:6])=[O:5])([CH3:3])[CH3:2]. Product: [NH2:13][C:10]1[CH:11]=[CH:12][C:7]([S:4]([CH:1]([CH3:3])[CH3:2])(=[O:6])=[O:5])=[C:8]([CH:16]2[CH:20]([C:21]([O:23][CH3:24])=[O:22])[CH2:19][CH2:18][N:17]2[C:25]([O:27][C:28]([CH3:29])([CH3:30])[CH3:31])=[O:26])[CH:9]=1. The catalyst class is: 43. (2) Reactant: [NH2:1][C:2]1[C:11]2[N:12]=[C:13]([CH2:25][CH2:26][O:27][CH3:28])[N:14]([CH2:15][CH2:16][CH2:17][CH2:18][NH:19][CH2:20][CH2:21][N:22]([CH3:24])[CH3:23])[C:10]=2[C:9]2[CH:8]=[CH:7][CH:6]=[CH:5][C:4]=2[N:3]=1.[CH:29]([C:31]1[CH:32]=[C:33]([CH:42]=[CH:43][CH:44]=1)[O:34][CH2:35][C:36]([O:38][CH:39]([CH3:41])[CH3:40])=[O:37])=O.C(O)(=O)C.[BH-](OC(C)=O)(OC(C)=O)OC(C)=O.[Na+]. Product: [NH2:1][C:2]1[C:11]2[N:12]=[C:13]([CH2:25][CH2:26][O:27][CH3:28])[N:14]([CH2:15][CH2:16][CH2:17][CH2:18][N:19]([CH2:29][C:31]3[CH:32]=[C:33]([CH:42]=[CH:43][CH:44]=3)[O:34][CH2:35][C:36]([O:38][CH:39]([CH3:41])[CH3:40])=[O:37])[CH2:20][CH2:21][N:22]([CH3:24])[CH3:23])[C:10]=2[C:9]2[CH:8]=[CH:7][CH:6]=[CH:5][C:4]=2[N:3]=1. The catalyst class is: 1. (3) Reactant: Cl.[Cl:2][C:3]1[CH:11]=[CH:10][CH:9]=[C:8]2[C:4]=1[CH2:5][N:6]([C:12]([O:14][C@@H:15]1[CH2:19][C@@H:18]([C:20](=[O:36])[NH:21][C@:22]3([C:27](=[O:35])[NH:28][S:29]([CH:32]4[CH2:34][CH2:33]4)(=[O:31])=[O:30])[CH2:24][C@H:23]3[CH:25]=[CH2:26])[NH:17][CH2:16]1)=[O:13])[CH2:7]2.[C:37]([O:41][C:42]([C@@H:44]([CH:48]1[CH2:53][CH2:52][CH2:51][CH2:50][CH2:49]1)[C:45](O)=[O:46])=[O:43])([CH3:40])([CH3:39])[CH3:38].CN(C(ON1N=NC2C=CC=NC1=2)=[N+](C)C)C.F[P-](F)(F)(F)(F)F.CCN(C(C)C)C(C)C.Cl. Product: [CH:32]1([S:29]([NH:28][C:27]([C@@:22]2([NH:21][C:20]([C@H:18]3[N:17]([C:45](=[O:46])[C@@H:44]([C:42]([O:41][C:37]([CH3:39])([CH3:38])[CH3:40])=[O:43])[CH:48]4[CH2:53][CH2:52][CH2:51][CH2:50][CH2:49]4)[CH2:16][C@H:15]([O:14][C:12]([N:6]4[CH2:5][C:4]5[C:8](=[CH:9][CH:10]=[CH:11][C:3]=5[Cl:2])[CH2:7]4)=[O:13])[CH2:19]3)=[O:36])[CH2:24][C@H:23]2[CH:25]=[CH2:26])=[O:35])(=[O:31])=[O:30])[CH2:33][CH2:34]1. The catalyst class is: 18.